From a dataset of Forward reaction prediction with 1.9M reactions from USPTO patents (1976-2016). Predict the product of the given reaction. (1) The product is: [Cl-:17].[CH3:4][O:5][C:6]1[CH:13]=[CH:12][CH:11]=[CH:10][C:7]=1[CH:8]=[N+:2]([CH3:3])[CH3:1]. Given the reactants [CH3:1][NH:2][CH3:3].[CH3:4][O:5][C:6]1[CH:13]=[CH:12][CH:11]=[CH:10][C:7]=1[CH:8]=O.C([Cl:17])(=O)C, predict the reaction product. (2) Given the reactants Cl[C:2]1[CH:11]=[C:10]2[C:5]([CH2:6][CH2:7][CH2:8][N:9]2[C:12]2[C:16]3[CH2:17][N:18]([C:21]([NH:23][CH3:24])=[O:22])[CH2:19][CH2:20][C:15]=3[N:14]([CH:25]3[CH2:30][CH2:29][O:28][CH2:27][CH2:26]3)[N:13]=2)=[CH:4][C:3]=1[C:31]1[CH:32]=[N:33][N:34]([CH3:36])[CH:35]=1.[CH:37]1(B(O)O)[CH2:39][CH2:38]1.C1(P(C2CCCCC2)C2CCCCC2)CCCCC1.C([O-])([O-])=O.[Cs+].[Cs+], predict the reaction product. The product is: [CH:37]1([C:2]2[CH:11]=[C:10]3[C:5]([CH2:6][CH2:7][CH2:8][N:9]3[C:12]3[C:16]4[CH2:17][N:18]([C:21]([NH:23][CH3:24])=[O:22])[CH2:19][CH2:20][C:15]=4[N:14]([CH:25]4[CH2:30][CH2:29][O:28][CH2:27][CH2:26]4)[N:13]=3)=[CH:4][C:3]=2[C:31]2[CH:32]=[N:33][N:34]([CH3:36])[CH:35]=2)[CH2:39][CH2:38]1. (3) Given the reactants [CH2:1]([N:3]1[C:7]2=[N:8][C:9]([CH2:53][CH3:54])=[C:10]([CH2:19][NH:20][C:21]([C:23]3[CH:28]=[CH:27][CH:26]=[C:25]([C:29]([NH:31][CH2:32][C:33]4[CH:34]=[C:35]([C:40]5[CH:45]=[CH:44][CH:43]=[C:42]([CH2:46][N:47]6[CH2:52][CH2:51][NH:50][CH2:49][CH2:48]6)[CH:41]=5)[C:36]([CH3:39])=[CH:37][CH:38]=4)=[O:30])[N:24]=3)=[O:22])[C:11]([NH:12][CH:13]3[CH2:18][CH2:17][O:16][CH2:15][CH2:14]3)=[C:6]2[CH:5]=[N:4]1)[CH3:2].[ClH:55], predict the reaction product. The product is: [ClH:55].[CH2:1]([N:3]1[C:7]2=[N:8][C:9]([CH2:53][CH3:54])=[C:10]([CH2:19][NH:20][C:21]([C:23]3[CH:28]=[CH:27][CH:26]=[C:25]([C:29]([NH:31][CH2:32][C:33]4[CH:34]=[C:35]([C:40]5[CH:45]=[CH:44][CH:43]=[C:42]([CH2:46][N:47]6[CH2:48][CH2:49][NH:50][CH2:51][CH2:52]6)[CH:41]=5)[C:36]([CH3:39])=[CH:37][CH:38]=4)=[O:30])[N:24]=3)=[O:22])[C:11]([NH:12][CH:13]3[CH2:18][CH2:17][O:16][CH2:15][CH2:14]3)=[C:6]2[CH:5]=[N:4]1)[CH3:2]. (4) Given the reactants [H-].[Na+].[C:3]([CH2:5][C:6]([O:8][C:9]([CH3:12])([CH3:11])[CH3:10])=[O:7])#[N:4].[CH:13]1([CH2:16][O:17][C:18]2[CH:23]=[CH:22][CH:21]=[C:20]([O:24][CH2:25][C:26]3[CH:31]=[CH:30][C:29]([O:32][CH3:33])=[CH:28][CH:27]=3)[C:19]=2[C:34](=O)[CH:35]=[C:36](SC)[S:37][CH3:38])[CH2:15][CH2:14]1.C1OCCOC2C(=CC=CC=2)OCCOCCOC2C(=CC=CC=2)OC1.C([O-])(=O)C.[NH4+:72], predict the reaction product. The product is: [NH2:4][C:3]1[N:72]=[C:34]([C:19]2[C:20]([O:24][CH2:25][C:26]3[CH:31]=[CH:30][C:29]([O:32][CH3:33])=[CH:28][CH:27]=3)=[CH:21][CH:22]=[CH:23][C:18]=2[O:17][CH2:16][CH:13]2[CH2:15][CH2:14]2)[CH:35]=[C:36]([S:37][CH3:38])[C:5]=1[C:6]([O:8][C:9]([CH3:12])([CH3:11])[CH3:10])=[O:7].